Dataset: Full USPTO retrosynthesis dataset with 1.9M reactions from patents (1976-2016). Task: Predict the reactants needed to synthesize the given product. (1) Given the product [NH:39]1[CH2:38][CH2:37][CH:36]([C:10]([NH:12][C:13]2[C:14]([CH3:30])=[CH:15][C:16]3[N:17]([CH:27]([CH3:28])[CH3:29])[C:18]4[C:23]([C:24]=3[C:25]=2[CH3:26])=[CH:22][CH:21]=[CH:20][CH:19]=4)=[O:11])[CH2:42][CH2:41]1, predict the reactants needed to synthesize it. The reactants are: C(C1CCCN([C:10]([NH:12][C:13]2[C:14]([CH3:30])=[CH:15][C:16]3[N:17]([CH:27]([CH3:29])[CH3:28])[C:18]4[C:23]([C:24]=3[C:25]=2[CH3:26])=[CH:22][CH:21]=[CH:20][CH:19]=4)=[O:11])C1)(=O)N.CCN=C=N[CH2:36][CH2:37][CH2:38][N:39]([CH3:41])C.[CH2:42]1COCC1. (2) Given the product [CH:1]1([C:4]([C:6]2[C:7]([F:23])=[CH:8][C:9]([OH:13])=[CH:10][C:11]=2[F:12])=[O:5])[CH2:2][CH2:3]1, predict the reactants needed to synthesize it. The reactants are: [CH:1]1([C:4]([C:6]2[C:11]([F:12])=[CH:10][C:9]([O:13]CC3C=CC(OC)=CC=3)=[CH:8][C:7]=2[F:23])=[O:5])[CH2:3][CH2:2]1.C(O)(C(F)(F)F)=O. (3) Given the product [CH:1]([C:4]1[N:13]([NH:14][C:15]([C@@H:17]2[CH2:19][C@@H:18]2[C:20]2[CH:25]=[CH:24][C:23]([F:28])=[CH:22][CH:21]=2)=[O:16])[C:12](=[O:27])[C:11]2[C:6](=[CH:7][CH:8]=[CH:9][CH:10]=2)[N:5]=1)([CH3:3])[CH3:2], predict the reactants needed to synthesize it. The reactants are: [CH:1]([C:4]1[N:13]([NH:14][C:15]([C@@H:17]2[CH2:19][C@H:18]2[C:20]2[CH:25]=[CH:24][C:23](Cl)=[CH:22][CH:21]=2)=[O:16])[C:12](=[O:27])[C:11]2[C:6](=[CH:7][CH:8]=[CH:9][CH:10]=2)[N:5]=1)([CH3:3])[CH3:2].[F:28]C1C=CC([C@H]2C[C@H]2C(O)=O)=CC=1.